From a dataset of NCI-60 drug combinations with 297,098 pairs across 59 cell lines. Regression. Given two drug SMILES strings and cell line genomic features, predict the synergy score measuring deviation from expected non-interaction effect. (1) Drug 1: CC12CCC3C(C1CCC2O)C(CC4=C3C=CC(=C4)O)CCCCCCCCCS(=O)CCCC(C(F)(F)F)(F)F. Drug 2: CC1=C2C(C(=O)C3(C(CC4C(C3C(C(C2(C)C)(CC1OC(=O)C(C(C5=CC=CC=C5)NC(=O)OC(C)(C)C)O)O)OC(=O)C6=CC=CC=C6)(CO4)OC(=O)C)O)C)O. Cell line: SR. Synergy scores: CSS=15.8, Synergy_ZIP=28.5, Synergy_Bliss=30.2, Synergy_Loewe=19.4, Synergy_HSA=20.5. (2) Drug 1: C1=CC(=CC=C1CCCC(=O)O)N(CCCl)CCCl. Drug 2: CC1C(C(CC(O1)OC2CC(CC3=C2C(=C4C(=C3O)C(=O)C5=C(C4=O)C(=CC=C5)OC)O)(C(=O)CO)O)N)O.Cl. Cell line: M14. Synergy scores: CSS=45.1, Synergy_ZIP=1.58, Synergy_Bliss=3.73, Synergy_Loewe=-31.5, Synergy_HSA=3.64. (3) Drug 1: C1=CC(=C2C(=C1NCCNCCO)C(=O)C3=C(C=CC(=C3C2=O)O)O)NCCNCCO. Drug 2: CC(C1=C(C=CC(=C1Cl)F)Cl)OC2=C(N=CC(=C2)C3=CN(N=C3)C4CCNCC4)N. Cell line: NCI-H460. Synergy scores: CSS=55.6, Synergy_ZIP=4.87, Synergy_Bliss=3.97, Synergy_Loewe=-7.57, Synergy_HSA=5.19.